Dataset: NCI-60 drug combinations with 297,098 pairs across 59 cell lines. Task: Regression. Given two drug SMILES strings and cell line genomic features, predict the synergy score measuring deviation from expected non-interaction effect. (1) Drug 1: CC1=C2C(C(=O)C3(C(CC4C(C3C(C(C2(C)C)(CC1OC(=O)C(C(C5=CC=CC=C5)NC(=O)OC(C)(C)C)O)O)OC(=O)C6=CC=CC=C6)(CO4)OC(=O)C)O)C)O. Drug 2: CN1C2=C(C=C(C=C2)N(CCCl)CCCl)N=C1CCCC(=O)O.Cl. Cell line: MDA-MB-435. Synergy scores: CSS=21.8, Synergy_ZIP=0.701, Synergy_Bliss=1.55, Synergy_Loewe=-47.3, Synergy_HSA=0.452. (2) Drug 1: C1CC(=O)NC(=O)C1N2CC3=C(C2=O)C=CC=C3N. Drug 2: C1=CN(C=N1)CC(O)(P(=O)(O)O)P(=O)(O)O. Cell line: K-562. Synergy scores: CSS=13.6, Synergy_ZIP=-1.97, Synergy_Bliss=4.22, Synergy_Loewe=1.09, Synergy_HSA=4.07.